From a dataset of Blood-brain barrier permeability classification from the B3DB database. Regression/Classification. Given a drug SMILES string, predict its absorption, distribution, metabolism, or excretion properties. Task type varies by dataset: regression for continuous measurements (e.g., permeability, clearance, half-life) or binary classification for categorical outcomes (e.g., BBB penetration, CYP inhibition). Dataset: b3db_classification. (1) The compound is CS(=O)(=O)[C@H]1[C@@H](c2ccc3c(c2)OCO3)C1(C#N)C#N. The result is 1 (penetrates BBB). (2) The drug is CCCCOCC(CN1C(=O)N(CC(COCCCC)OC(N)=O)C(=O)C(CC)(c2ccccc2)C1=O)OC(N)=O. The result is 1 (penetrates BBB). (3) The drug is CCC(=O)O[C@]1(C(=O)COC)[C@@H](C)C[C@H]2[C@@H]3CCC4=CC(=O)C=C[C@]4(C)[C@@]3(F)[C@@H](O)C[C@@]21C. The result is 1 (penetrates BBB). (4) The molecule is COc1ccc2c(c1)c(CC(=O)O)cn2C(=O)c1ccccc1. The result is 1 (penetrates BBB).